Dataset: Full USPTO retrosynthesis dataset with 1.9M reactions from patents (1976-2016). Task: Predict the reactants needed to synthesize the given product. (1) Given the product [ClH:21].[NH2:8][C:7]1[C:2]([NH:1][C:19](=[O:20])[CH2:18][C:14]2[CH:15]=[CH:16][CH:17]=[C:12]([O:11][CH3:10])[CH:13]=2)=[N:3][CH:4]=[N:5][C:6]=1[NH2:9], predict the reactants needed to synthesize it. The reactants are: [NH2:1][C:2]1[C:7]([NH2:8])=[C:6]([NH2:9])[N:5]=[CH:4][N:3]=1.[CH3:10][O:11][C:12]1[CH:13]=[C:14]([CH2:18][C:19]([Cl:21])=[O:20])[CH:15]=[CH:16][CH:17]=1. (2) The reactants are: [S:1]1[C:5]2[CH:6]=[CH:7][CH:8]=[CH:9][C:4]=2[N:3]=[C:2]1[NH:10][C:11]1[CH:16]=[CH:15][C:14]([OH:17])=[CH:13][CH:12]=1.F[C:19]1[C:20]([CH:25]2[CH2:30][CH2:29][N:28]([C:31](=[O:33])[CH3:32])[CH2:27][CH2:26]2)=[N:21][CH:22]=[CH:23][N:24]=1.C(=O)([O-])[O-].[Cs+].[Cs+]. Given the product [S:1]1[C:5]2[CH:6]=[CH:7][CH:8]=[CH:9][C:4]=2[N:3]=[C:2]1[NH:10][C:11]1[CH:16]=[CH:15][C:14]([O:17][C:19]2[C:20]([CH:25]3[CH2:26][CH2:27][N:28]([C:31](=[O:33])[CH3:32])[CH2:29][CH2:30]3)=[N:21][CH:22]=[CH:23][N:24]=2)=[CH:13][CH:12]=1, predict the reactants needed to synthesize it. (3) Given the product [Cl:1][C:2]1[C:10]([Cl:11])=[C:9]2[C:5]([CH2:6][C:7]([CH:14]3[CH2:18][CH2:17][CH2:16][CH2:15]3)([CH3:13])[C:8]2=[O:12])=[CH:4][C:3]=1[O:19][CH2:20][CH2:21][O:22][C:23]1[CH:24]=[CH:25][C:26]([C:27]2[N:35]=[N:36][NH:37][N:28]=2)=[CH:29][CH:30]=1, predict the reactants needed to synthesize it. The reactants are: [Cl:1][C:2]1[C:10]([Cl:11])=[C:9]2[C:5]([CH2:6][C:7]([CH:14]3[CH2:18][CH2:17][CH2:16][CH2:15]3)([CH3:13])[C:8]2=[O:12])=[CH:4][C:3]=1[O:19][CH2:20][CH2:21][O:22][C:23]1[CH:30]=[CH:29][C:26]([C:27]#[N:28])=[CH:25][CH:24]=1.C[Si]([N:35]=[N+:36]=[N-:37])(C)C.C([Sn](=O)CCCC)CCC. (4) The reactants are: [Cl:1][C:2]1[C:3]2[N:4]([CH:12]=[C:13]([C:15]([OH:17])=O)[N:14]=2)[CH:5]=[C:6]([O:8][CH:9]([CH3:11])[CH3:10])[CH:7]=1.[Cl:18][C:19]1[C:20]([C:35](=[N:37]O)[NH2:36])=[CH:21][C:22]([F:34])=[C:23]([CH2:25][CH2:26][C:27]([O:29][C:30]([CH3:33])([CH3:32])[CH3:31])=[O:28])[CH:24]=1.CCN=C=NCCCN(C)C.Cl.O. Given the product [Cl:18][C:19]1[C:20]([C:35]2[N:37]=[C:15]([C:13]3[N:14]=[C:3]4[C:2]([Cl:1])=[CH:7][C:6]([O:8][CH:9]([CH3:10])[CH3:11])=[CH:5][N:4]4[CH:12]=3)[O:17][N:36]=2)=[CH:21][C:22]([F:34])=[C:23]([CH2:25][CH2:26][C:27]([O:29][C:30]([CH3:31])([CH3:32])[CH3:33])=[O:28])[CH:24]=1, predict the reactants needed to synthesize it. (5) Given the product [N:20]([CH2:2][C:3]1[N:12]=[C:11]([NH:13][C:14]2[CH:19]=[CH:18][CH:17]=[CH:16][CH:15]=2)[C:10]2[C:5](=[CH:6][CH:7]=[CH:8][CH:9]=2)[N:4]=1)=[N+:21]=[N-:22], predict the reactants needed to synthesize it. The reactants are: Cl[CH2:2][C:3]1[N:12]=[C:11]([NH:13][C:14]2[CH:19]=[CH:18][CH:17]=[CH:16][CH:15]=2)[C:10]2[C:5](=[CH:6][CH:7]=[CH:8][CH:9]=2)[N:4]=1.[N-:20]=[N+:21]=[N-:22].[Na+].O. (6) Given the product [F:13][C:14]1[CH:15]=[C:16]([CH:19]=[CH:20][CH:21]=1)[CH2:17][NH:18][C:2]1[CH:11]=[CH:10][C:9]2[C:4](=[CH:5][CH:6]=[C:7]([NH:29][CH2:28][C:24]3[CH:23]=[N:22][CH:27]=[CH:26][CH:25]=3)[CH:8]=2)[N:3]=1, predict the reactants needed to synthesize it. The reactants are: Cl[C:2]1[CH:11]=[CH:10][C:9]2[C:4](=[CH:5][CH:6]=[C:7](Cl)[CH:8]=2)[N:3]=1.[F:13][C:14]1[CH:15]=[C:16]([CH:19]=[CH:20][CH:21]=1)[CH2:17][NH2:18].[N:22]1[CH:27]=[CH:26][CH:25]=[C:24]([CH2:28][NH2:29])[CH:23]=1. (7) Given the product [CH3:15][C:2]([C:16]1[CH:25]=[CH:24][C:23]2[C:22]([CH3:27])([CH3:26])[CH2:21][CH2:20][C:19]([CH3:29])([CH3:28])[C:18]=2[CH:17]=1)([CH3:1])[CH2:3][O:4][C:5]1[CH:6]=[CH:7][C:8]([C:9]([OH:11])=[O:10])=[CH:13][CH:14]=1, predict the reactants needed to synthesize it. The reactants are: [CH3:1][C:2]([C:16]1[CH:25]=[CH:24][C:23]2[C:22]([CH3:27])([CH3:26])[CH2:21][CH2:20][C:19]([CH3:29])([CH3:28])[C:18]=2[CH:17]=1)([CH3:15])[CH2:3][O:4][C:5]1[CH:14]=[CH:13][C:8]([C:9]([O:11]C)=[O:10])=[CH:7][CH:6]=1.O.[OH-].[Li+].Cl. (8) Given the product [NH:18]1[CH2:19][CH2:20][CH2:21][CH:16]([NH:15][C@@H:10]2[CH2:11][CH2:12][CH2:13][CH2:14][C@H:9]2[NH:8][C:6](=[O:7])[O:5][C:1]([CH3:3])([CH3:2])[CH3:4])[CH2:17]1, predict the reactants needed to synthesize it. The reactants are: [C:1]([O:5][C:6]([NH:8][C@@H:9]1[CH2:14][CH2:13][CH2:12][CH2:11][C@H:10]1[NH:15][CH:16]1[CH2:21][CH2:20][CH2:19][N:18](C(OCC2C=CC=CC=2)=O)[CH2:17]1)=[O:7])([CH3:4])([CH3:3])[CH3:2]. (9) Given the product [CH:25]1([N:28]2[CH2:29][CH2:30][N:31]([C:34]3[CH:40]=[CH:39][C:37]([NH:38][C:2]4[C:3]5[NH:15][N:14]=[CH:13][C:4]=5[N:5]=[C:6]([C:8]5[S:9][CH:10]=[CH:11][CH:12]=5)[N:7]=4)=[CH:36][CH:35]=3)[CH2:32][CH2:33]2)[CH2:27][CH2:26]1, predict the reactants needed to synthesize it. The reactants are: Cl[C:2]1[C:3]2[C:4](=[CH:13][N:14](CC3C=CC(OC)=CC=3)[N:15]=2)[N:5]=[C:6]([C:8]2[S:9][CH:10]=[CH:11][CH:12]=2)[N:7]=1.[CH:25]1([N:28]2[CH2:33][CH2:32][N:31]([C:34]3[CH:40]=[CH:39][C:37]([NH2:38])=[CH:36][CH:35]=3)[CH2:30][CH2:29]2)[CH2:27][CH2:26]1.Cl.